From a dataset of CYP2D6 substrate classification data from Carbon-Mangels et al.. Regression/Classification. Given a drug SMILES string, predict its absorption, distribution, metabolism, or excretion properties. Task type varies by dataset: regression for continuous measurements (e.g., permeability, clearance, half-life) or binary classification for categorical outcomes (e.g., BBB penetration, CYP inhibition). Dataset: cyp2d6_substrate_carbonmangels. (1) The molecule is CO/N=C\C1=CCCN(C)C1. The result is 1 (substrate). (2) The drug is CCCCNC(=O)NS(=O)(=O)c1ccc(C)cc1. The result is 0 (non-substrate). (3) The molecule is CCOc1ccc2ccccc2c1C(=O)N[C@@H]1C(=O)N2[C@@H](C(=O)O)C(C)(C)S[C@H]12. The result is 0 (non-substrate). (4) The molecule is COc1cc(C(=O)NS(=O)(=O)c2ccccc2C)ccc1Cc1cn(C)c2ccc(NC(=O)OC3CCCC3)cc12. The result is 0 (non-substrate).